From a dataset of NCI-60 drug combinations with 297,098 pairs across 59 cell lines. Regression. Given two drug SMILES strings and cell line genomic features, predict the synergy score measuring deviation from expected non-interaction effect. (1) Drug 1: CC1C(C(CC(O1)OC2CC(OC(C2O)C)OC3=CC4=CC5=C(C(=O)C(C(C5)C(C(=O)C(C(C)O)O)OC)OC6CC(C(C(O6)C)O)OC7CC(C(C(O7)C)O)OC8CC(C(C(O8)C)O)(C)O)C(=C4C(=C3C)O)O)O)O. Cell line: OVCAR-5. Synergy scores: CSS=53.7, Synergy_ZIP=2.38, Synergy_Bliss=0.909, Synergy_Loewe=-20.8, Synergy_HSA=-1.34. Drug 2: CC1=C(C=C(C=C1)C(=O)NC2=CC(=CC(=C2)C(F)(F)F)N3C=C(N=C3)C)NC4=NC=CC(=N4)C5=CN=CC=C5. (2) Drug 1: C1C(C(OC1N2C=NC3=C(N=C(N=C32)Cl)N)CO)O. Drug 2: CC12CCC3C(C1CCC2O)C(CC4=C3C=CC(=C4)O)CCCCCCCCCS(=O)CCCC(C(F)(F)F)(F)F. Cell line: NCI-H522. Synergy scores: CSS=17.2, Synergy_ZIP=-4.87, Synergy_Bliss=2.63, Synergy_Loewe=-16.7, Synergy_HSA=-0.464. (3) Drug 1: CC(CN1CC(=O)NC(=O)C1)N2CC(=O)NC(=O)C2. Drug 2: CC1=C(N=C(N=C1N)C(CC(=O)N)NCC(C(=O)N)N)C(=O)NC(C(C2=CN=CN2)OC3C(C(C(C(O3)CO)O)O)OC4C(C(C(C(O4)CO)O)OC(=O)N)O)C(=O)NC(C)C(C(C)C(=O)NC(C(C)O)C(=O)NCCC5=NC(=CS5)C6=NC(=CS6)C(=O)NCCC[S+](C)C)O. Cell line: A498. Synergy scores: CSS=22.3, Synergy_ZIP=-5.21, Synergy_Bliss=0.951, Synergy_Loewe=0.949, Synergy_HSA=0.929. (4) Synergy scores: CSS=53.3, Synergy_ZIP=-3.02, Synergy_Bliss=-0.331, Synergy_Loewe=2.67, Synergy_HSA=5.13. Drug 1: CC12CCC3C(C1CCC2OP(=O)(O)O)CCC4=C3C=CC(=C4)OC(=O)N(CCCl)CCCl.[Na+]. Cell line: LOX IMVI. Drug 2: N.N.Cl[Pt+2]Cl.